Dataset: Reaction yield outcomes from USPTO patents with 853,638 reactions. Task: Predict the reaction yield, written as a fraction of the theoretical maximum amount of product (1.0 means a 100% yield; for example, 0.34 means a 34% yield). (1) The catalyst is C(Cl)Cl. The product is [F:9][C:10]1[CH:11]=[C:12]([CH:13]2[S:8][CH2:4][CH2:5][CH2:6][S:7]2)[CH:15]=[C:16]([F:18])[CH:17]=1. The yield is 0.990. The reactants are O(C)C.[CH2:4]([SH:8])[CH2:5][CH2:6][SH:7].[F:9][C:10]1[CH:11]=[C:12]([CH:15]=[C:16]([F:18])[CH:17]=1)[CH:13]=O.CCOC(C)=O.CCCCCC. (2) The reactants are [H-].[Na+].[Cl:3][C:4]1[CH:9]=[C:8]([OH:10])[CH:7]=[CH:6][N:5]=1.OC1C=CC=CN=1.[F:18][C:19]1[CH:24]=[C:23](F)[C:22]([F:26])=[CH:21][C:20]=1[N+:27]([O-:29])=[O:28]. The catalyst is CN(C=O)C. The product is [Cl:3][C:4]1[CH:9]=[C:8]([O:10][C:23]2[CH:24]=[C:19]([F:18])[C:20]([N+:27]([O-:29])=[O:28])=[CH:21][C:22]=2[F:26])[CH:7]=[CH:6][N:5]=1. The yield is 0.800.